From a dataset of Full USPTO retrosynthesis dataset with 1.9M reactions from patents (1976-2016). Predict the reactants needed to synthesize the given product. (1) Given the product [F:28][C:26]([P:29](=[O:36])([O:33][CH2:34][CH3:35])[O:30][CH2:31][CH3:32])([F:27])[CH2:25][CH2:24][O:23][CH2:22][CH2:21][O:1][C:2]1[CH:9]=[CH:8][C:5]([CH:6]=[O:7])=[C:4]([O:10][CH3:11])[CH:3]=1, predict the reactants needed to synthesize it. The reactants are: [OH:1][C:2]1[CH:9]=[CH:8][C:5]([CH:6]=[O:7])=[C:4]([O:10][CH3:11])[CH:3]=1.C(=O)([O-])[O-].[Cs+].[Cs+].[I-].[Na+].Br[CH2:21][CH2:22][O:23][CH2:24][CH2:25][C:26]([P:29](=[O:36])([O:33][CH2:34][CH3:35])[O:30][CH2:31][CH3:32])([F:28])[F:27]. (2) Given the product [C:26]([O:30][C:31](=[O:41])[NH:32][C:33]1[S:34][C:35]([CH:39]([C:12]2[C:13]3[C:14](=[N:15][CH:16]=[C:17]([Cl:19])[CH:18]=3)[N:10]([S:7]([C:1]3[CH:6]=[CH:5][CH:4]=[CH:3][CH:2]=3)(=[O:9])=[O:8])[CH:11]=2)[OH:40])=[C:36]([Cl:38])[N:37]=1)([CH3:29])([CH3:27])[CH3:28], predict the reactants needed to synthesize it. The reactants are: [C:1]1([S:7]([N:10]2[C:14]3=[N:15][CH:16]=[C:17]([Cl:19])[CH:18]=[C:13]3[C:12](I)=[CH:11]2)(=[O:9])=[O:8])[CH:6]=[CH:5][CH:4]=[CH:3][CH:2]=1.C([Mg]Cl)(C)C.[C:26]([O:30][C:31](=[O:41])[NH:32][C:33]1[S:34][C:35]([CH:39]=[O:40])=[C:36]([Cl:38])[N:37]=1)([CH3:29])([CH3:28])[CH3:27].[Cl-].[NH4+]. (3) Given the product [CH3:24][O:25][C:26]([CH:27]([OH:22])[C:7]1[CH:10]=[CH:11][C:12]([N+:13]([O-:15])=[O:14])=[CH:5][CH:6]=1)=[O:17], predict the reactants needed to synthesize it. The reactants are: COC([C:5]1[CH:6]=[C:7]([CH:10]=[CH:11][C:12]=1[N+:13]([O-:15])=[O:14])CBr)=O.C([O-])([O-])=[O:17].[Ca+2].O.[O:22]1[CH2:27][CH2:26][O:25][CH2:24]C1. (4) Given the product [Cl:1][C:2]1[CH:3]=[N:4][C:5]2[C:10]([CH:11]=1)=[CH:9][C:8]([CH2:12][OH:13])=[CH:7][C:6]=2[C:22]#[N:23], predict the reactants needed to synthesize it. The reactants are: [Cl:1][C:2]1[CH:3]=[N:4][C:5]2[C:10]([CH:11]=1)=[CH:9][C:8]([CH2:12][OH:13])=[CH:7][C:6]=2I.CCOC(C)=O.O.[CH3:22][N:23](C=O)C. (5) The reactants are: [CH3:1][O:2][C:3](=[O:18])[CH2:4][N:5]1[C:13]2[C:8](=[CH:9][C:10]([CH3:14])=[CH:11][CH:12]=2)[CH:7]=[C:6]1[C:15](O)=[O:16].S(Cl)(Cl)=O.[S-:23][C:24]#[N:25].[K+].[NH3:27]. Given the product [NH2:25][C:24](=[S:23])[NH:27][C:15]([C:6]1[N:5]([CH2:4][C:3]([O:2][CH3:1])=[O:18])[C:13]2[C:8]([CH:7]=1)=[CH:9][C:10]([CH3:14])=[CH:11][CH:12]=2)=[O:16], predict the reactants needed to synthesize it. (6) Given the product [CH3:36][S:37]([OH:40])(=[O:39])=[O:38].[Cl:1][C:2]1[N:7]=[CH:6][C:5]([CH2:8][N:9]2[C:13]([CH3:14])=[C:12]([C:15]3[CH:20]=[CH:19][C:18]([C:21]#[N:22])=[CH:17][CH:16]=3)[C:11]([C:23]#[N:24])=[C:10]2[CH:25]2[CH2:27][CH2:26]2)=[CH:4][C:3]=1[CH2:28][OH:29], predict the reactants needed to synthesize it. The reactants are: [Cl:1][C:2]1[N:7]=[CH:6][C:5]([CH2:8][N:9]2[C:13]([CH3:14])=[C:12]([C:15]3[CH:20]=[CH:19][C:18]([C:21]#[N:22])=[CH:17][CH:16]=3)[C:11]([C:23]#[N:24])=[C:10]2[CH:25]2[CH2:27][CH2:26]2)=[CH:4][C:3]=1[CH2:28][OH:29].C(OCC)(=O)C.[CH3:36][S:37]([OH:40])(=[O:39])=[O:38]. (7) Given the product [CH2:6]([O:13][C:14]1[C:19]2[CH:20]=[CH:21][O:22][C:18]=2[C:17]([CH:23]=[O:25])=[CH:16][CH:15]=1)[C:7]1[CH:8]=[CH:9][CH:10]=[CH:11][CH:12]=1, predict the reactants needed to synthesize it. The reactants are: P(Cl)(Cl)(Cl)=O.[CH2:6]([O:13][C:14]1[C:19]2[CH:20]=[CH:21][O:22][C:18]=2[CH:17]=[CH:16][CH:15]=1)[C:7]1[CH:12]=[CH:11][CH:10]=[CH:9][CH:8]=1.[C:23]([O-])(=[O:25])C.[Na+].